From a dataset of Forward reaction prediction with 1.9M reactions from USPTO patents (1976-2016). Predict the product of the given reaction. (1) Given the reactants C(OC(=O)[NH:7][C@H:8]([C:10]1[CH:15]=[CH:14][CH:13]=[C:12]([O:16][C:17]2[CH:18]=[N:19][C:20]([CH3:23])=[CH:21][CH:22]=2)[CH:11]=1)[CH3:9])(C)(C)C.Cl, predict the reaction product. The product is: [CH3:23][C:20]1[N:19]=[CH:18][C:17]([O:16][C:12]2[CH:11]=[C:10]([C@@H:8]([NH2:7])[CH3:9])[CH:15]=[CH:14][CH:13]=2)=[CH:22][CH:21]=1. (2) Given the reactants [CH3:1][O:2][C:3]1[CH:8]=[C:7]([C:9]2[CH:10]=[N:11][N:12]([CH3:14])[CH:13]=2)[CH:6]=[CH:5][C:4]=1[NH:15][CH:16]=O.[H-].[Na+].Cl[C:21]1[C:26]2[N:27]=[C:28](S(C)(=O)=O)[N:29]=[CH:30][C:25]=2[C:24]([CH3:35])=[CH:23][N:22]=1.[OH-].[Na+].[CH3:38][C:39](C)([CH3:42])[CH2:40]N.C[N:45]1CCCC1=O, predict the reaction product. The product is: [CH3:1][O:2][C:3]1[CH:8]=[C:7]([C:9]2[CH:10]=[N:11][N:12]([CH3:14])[CH:13]=2)[CH:6]=[CH:5][C:4]=1[NH:15][CH:16]1[N:27]=[C:26]2[C:21]([NH2:45])=[N:22][CH:23]=[C:24]([CH3:35])[C:25]2=[CH:30][N:29]1[CH2:28][C:39]([CH3:42])([CH3:40])[CH3:38]. (3) Given the reactants [C:1]([CH2:3][NH:4][C:5](=[O:31])[C@@H:6]([O:11][C@H:12]([C:25]1[CH:30]=[CH:29][CH:28]=[CH:27][CH:26]=1)[C:13]1[CH:18]=[CH:17][C:16]([C:19]#[C:20][Si](C)(C)C)=[CH:15][CH:14]=1)[CH2:7][CH:8]([CH3:10])[CH3:9])#[N:2].CO, predict the reaction product. The product is: [C:1]([CH2:3][NH:4][C:5](=[O:31])[C@@H:6]([O:11][C@@H:12]([C:13]1[CH:18]=[CH:17][C:16]([C:19]#[CH:20])=[CH:15][CH:14]=1)[C:25]1[CH:26]=[CH:27][CH:28]=[CH:29][CH:30]=1)[CH2:7][CH:8]([CH3:10])[CH3:9])#[N:2].